From a dataset of Reaction yield outcomes from USPTO patents with 853,638 reactions. Predict the reaction yield, written as a fraction of the theoretical maximum amount of product (1.0 means a 100% yield; for example, 0.34 means a 34% yield). (1) The reactants are [CH3:1][O:2][C:3]1[CH:10]=[C:9]([O:11][C:12]([F:15])([F:14])[F:13])[CH:8]=[CH:7][C:4]=1C=O.ClC1C=C(C=CC=1)C(OO)=[O:21].C(N(CC)CC)C. The catalyst is ClCCl. The product is [CH3:1][O:2][C:3]1[CH:10]=[C:9]([O:11][C:12]([F:15])([F:14])[F:13])[CH:8]=[CH:7][C:4]=1[OH:21]. The yield is 0.570. (2) The reactants are [NH2:1][C:2]1[CH:10]=[CH:9][C:8]([I:11])=[CH:7][C:3]=1[C:4](O)=[O:5].C(O)(=O)C.[CH:16](N)=[NH:17]. The catalyst is C(O)C. The product is [I:11][C:8]1[CH:7]=[C:3]2[C:2](=[CH:10][CH:9]=1)[N:1]=[CH:16][NH:17][C:4]2=[O:5]. The yield is 0.810.